This data is from Full USPTO retrosynthesis dataset with 1.9M reactions from patents (1976-2016). The task is: Predict the reactants needed to synthesize the given product. (1) The reactants are: C([O:3][C:4](=[O:20])[C@@H:5]([O:18][CH3:19])[CH2:6][C:7]1[CH:12]=[CH:11][C:10]([O:13][CH2:14][CH2:15][CH2:16]Br)=[CH:9][CH:8]=1)C.[C:21]1([C:28]2[CH:33]=[CH:32][CH:31]=[CH:30][CH:29]=2)[CH:26]=[CH:25][CH:24]=[C:23]([OH:27])[CH:22]=1.CO[C@@H](CC1C=CC(OCCCOC2C=CC=CC=2)=CC=1)C(O)=O. Given the product [C:21]1([C:28]2[CH:29]=[CH:30][CH:31]=[CH:32][CH:33]=2)[CH:26]=[CH:25][CH:24]=[C:23]([O:27][CH2:16][CH2:15][CH2:14][O:13][C:10]2[CH:9]=[CH:8][C:7]([CH2:6][C@H:5]([O:18][CH3:19])[C:4]([OH:3])=[O:20])=[CH:12][CH:11]=2)[CH:22]=1, predict the reactants needed to synthesize it. (2) Given the product [F:1][C:2]([F:34])([F:33])[C:3]1[CH:4]=[C:5]([C:13]2[N:17]([CH3:18])[C:16]([C:19]([N:21]3[CH2:26][CH2:25][CH:24]([N:27]4[CH2:31][CH2:30][CH2:29][CH2:28]4)[CH2:23][CH2:22]3)=[O:20])=[C:15]([C:39]3[CH:40]=[N:35][CH:36]=[N:37][CH:38]=3)[N:14]=2)[CH:6]=[C:7]([C:9]([F:12])([F:11])[F:10])[CH:8]=1, predict the reactants needed to synthesize it. The reactants are: [F:1][C:2]([F:34])([F:33])[C:3]1[CH:4]=[C:5]([C:13]2[N:17]([CH3:18])[C:16]([C:19]([N:21]3[CH2:26][CH2:25][CH:24]([N:27]4[CH2:31][CH2:30][CH2:29][CH2:28]4)[CH2:23][CH2:22]3)=[O:20])=[C:15](I)[N:14]=2)[CH:6]=[C:7]([C:9]([F:12])([F:11])[F:10])[CH:8]=1.[N:35]1[CH:40]=[C:39](B(O)O)[CH:38]=[N:37][CH:36]=1. (3) Given the product [Cl:31][C:28]1[CH:29]=[CH:30][C:25](/[CH:24]=[CH:23]/[C:12]2[CH:13]=[C:14]([OH:15])[C:9](=[O:8])[NH:10][N:11]=2)=[CH:26][CH:27]=1, predict the reactants needed to synthesize it. The reactants are: C([O:8][C:9]1[N:10]=[N:11][C:12](/[CH:23]=[CH:24]/[C:25]2[CH:30]=[CH:29][C:28]([Cl:31])=[CH:27][CH:26]=2)=[CH:13][C:14]=1[O:15]CC1C=CC=CC=1)C1C=CC=CC=1.B(Br)(Br)Br.CO. (4) Given the product [CH:15]([C:6]1[C:5](=[O:18])[N:4]([CH2:1]/[CH:2]=[CH:3]/[C:45]2[CH:44]=[C:43]3[C:22](=[CH:21][CH:20]=2)[CH2:23][C:24]2([C:32]4[C:27](=[N:28][CH:29]=[CH:30][CH:31]=4)[N:26]([CH2:33][O:34][CH2:35][CH2:36][Si:37]([CH3:40])([CH3:38])[CH3:39])[C:25]2=[O:41])[CH2:42]3)[C:8]2([CH2:9][CH2:10][CH2:11][CH2:12][CH2:13][CH2:14]2)[N:7]=1)([CH3:16])[CH3:17], predict the reactants needed to synthesize it. The reactants are: [CH2:1]([N:4]1[C:8]2([CH2:14][CH2:13][CH2:12][CH2:11][CH2:10][CH2:9]2)[N:7]=[C:6]([CH:15]([CH3:17])[CH3:16])[C:5]1=[O:18])[CH:2]=[CH2:3].Br[C:20]1[CH:21]=[C:22]2[C:43](=[CH:44][CH:45]=1)[CH2:42][C@:24]1([C:32]3[C:27](=[N:28][CH:29]=[CH:30][CH:31]=3)[N:26]([CH2:33][O:34][CH2:35][CH2:36][Si:37]([CH3:40])([CH3:39])[CH3:38])[C:25]1=[O:41])[CH2:23]2.C(=O)([O-])[O-].[K+].[K+].C(P(C(C)(C)C)C(C)(C)C)(C)(C)C. (5) Given the product [F:27][C:28]([F:45])([F:44])[C@H:29]([O:31][C:32]([N:23]1[CH2:24][CH2:25][CH:20]([C@:18]2([CH3:26])[O:17][C:14]3=[CH:15][N:16]=[C:11]([C:8]4[CH:9]=[CH:10][C:5]([S:2]([CH3:1])(=[O:3])=[O:4])=[CH:6][CH:7]=4)[CH:12]=[C:13]3[CH2:19]2)[CH2:21][CH2:22]1)=[O:33])[CH3:30], predict the reactants needed to synthesize it. The reactants are: [CH3:1][S:2]([C:5]1[CH:10]=[CH:9][C:8]([C:11]2[CH:12]=[C:13]3[CH2:19][C@:18]([CH3:26])([CH:20]4[CH2:25][CH2:24][NH:23][CH2:22][CH2:21]4)[O:17][C:14]3=[CH:15][N:16]=2)=[CH:7][CH:6]=1)(=[O:4])=[O:3].[F:27][C:28]([F:45])([F:44])[C@H:29]([O:31][C:32](=O)[O:33]C1C=CC([N+]([O-])=O)=CC=1)[CH3:30]. (6) Given the product [Br:1][C:2]1[CH:7]=[CH:6][C:5]([C:8](=[C:17]2[CH2:22][CH2:21][CH2:20][CH2:19][CH2:18]2)[C:10]2[CH:15]=[CH:14][C:13]([OH:16])=[CH:12][CH:11]=2)=[CH:4][CH:3]=1, predict the reactants needed to synthesize it. The reactants are: [Br:1][C:2]1[CH:7]=[CH:6][C:5]([C:8]([C:10]2[CH:15]=[CH:14][C:13]([OH:16])=[CH:12][CH:11]=2)=O)=[CH:4][CH:3]=1.[C:17]1(=O)[CH2:22][CH2:21][CH2:20][CH2:19][CH2:18]1.